This data is from Reaction yield outcomes from USPTO patents with 853,638 reactions. The task is: Predict the reaction yield, written as a fraction of the theoretical maximum amount of product (1.0 means a 100% yield; for example, 0.34 means a 34% yield). (1) The yield is 0.241. The reactants are [S:1]1[C:5]2[CH:6]=[C:7]([N:10]3[CH:14]([CH3:15])[CH2:13][NH:12][C:11]3=[O:16])[CH:8]=[CH:9][C:4]=2[N:3]=[CH:2]1.I[C:18]1[CH:19]=[N:20][CH:21]=[CH:22][C:23]=1[CH3:24].N[C@@H]1CCCC[C@H]1N.P([O-])([O-])([O-])=O.[K+].[K+].[K+]. The catalyst is [Cu](I)I.O1CCOCC1. The product is [S:1]1[C:5]2[CH:6]=[C:7]([N:10]3[CH:14]([CH3:15])[CH2:13][N:12]([C:18]4[CH:19]=[N:20][CH:21]=[CH:22][C:23]=4[CH3:24])[C:11]3=[O:16])[CH:8]=[CH:9][C:4]=2[N:3]=[CH:2]1. (2) The reactants are C(OC(=O)[NH:7][CH2:8][CH2:9][CH2:10][O:11][C:12]1[CH:17]=[CH:16][C:15]([NH:18][C:19]2[S:20][C:21]([C:25](=[O:35])[C:26]3[CH:31]=[CH:30][C:29]([O:32][CH3:33])=[C:28]([F:34])[CH:27]=3)=[C:22]([NH2:24])[N:23]=2)=[CH:14][CH:13]=1)(C)(C)C.FC(F)(F)C(O)=O. The catalyst is ClCCl. The product is [NH2:24][C:22]1[N:23]=[C:19]([NH:18][C:15]2[CH:16]=[CH:17][C:12]([O:11][CH2:10][CH2:9][CH2:8][NH2:7])=[CH:13][CH:14]=2)[S:20][C:21]=1[C:25]([C:26]1[CH:31]=[CH:30][C:29]([O:32][CH3:33])=[C:28]([F:34])[CH:27]=1)=[O:35]. The yield is 0.880. (3) The reactants are [OH:1][C:2]1[N:3]=[C:4]2[CH:9]=[CH:8][C:7]([CH:10]3[CH2:15][CH2:14][N:13]([C:16]([O:18][C:19]([CH3:22])([CH3:21])[CH3:20])=[O:17])[CH2:12][CH2:11]3)=[N:6][N:5]2[C:23](=[O:25])[CH:24]=1.[H-].[Na+].C1(N([S:35]([C:38]([F:41])([F:40])[F:39])(=[O:37])=[O:36])[S:35]([C:38]([F:41])([F:40])[F:39])(=[O:37])=[O:36])C=CC=CC=1. The catalyst is CN(C=O)C. The product is [O:25]=[C:23]1[N:5]2[N:6]=[C:7]([CH:10]3[CH2:11][CH2:12][N:13]([C:16]([O:18][C:19]([CH3:21])([CH3:22])[CH3:20])=[O:17])[CH2:14][CH2:15]3)[CH:8]=[CH:9][C:4]2=[N:3][C:2]([O:1][S:35]([C:38]([F:41])([F:40])[F:39])(=[O:37])=[O:36])=[CH:24]1. The yield is 0.910. (4) The reactants are Cl.[NH:2]([CH2:4][C:5]([O:7][CH2:8][CH3:9])=[O:6])[NH2:3].[OH-].[Na+].[CH:12]([CH:14]([CH3:20])[C:15](OCC)=O)=[O:13]. The catalyst is C(O)C. The product is [OH:13][C:12]1[N:2]([CH2:4][C:5]([O:7][CH2:8][CH3:9])=[O:6])[N:3]=[CH:15][C:14]=1[CH3:20]. The yield is 0.790. (5) The reactants are [C:1]([N:8]1[CH2:15][C@@H:14]([N:16]([C:25](=[O:27])[CH3:26])[CH:17]2[CH2:22][CH2:21][C:20]([CH3:24])([CH3:23])[CH2:19][CH2:18]2)[CH2:13][C@H:9]1[C:10]([OH:12])=O)([O:3][C:4]([CH3:7])([CH3:6])[CH3:5])=[O:2].CCN(C(C)C)C(C)C.[NH:37]1[CH2:42][CH2:41][NH:40][CH2:39][CH2:38]1.CN(C(ON1N=NC2C=CC=CC1=2)=[N+](C)C)C.F[P-](F)(F)(F)(F)F. The catalyst is CN(C=O)C. The product is [C:1]([N:8]1[CH2:15][C@@H:14]([N:16]([C:25](=[O:27])[CH3:26])[CH:17]2[CH2:18][CH2:19][C:20]([CH3:24])([CH3:23])[CH2:21][CH2:22]2)[CH2:13][C@H:9]1[C:10]([N:37]1[CH2:42][CH2:41][NH:40][CH2:39][CH2:38]1)=[O:12])([O:3][C:4]([CH3:7])([CH3:5])[CH3:6])=[O:2]. The yield is 0.930. (6) The reactants are [CH3:1][S:2]([C:5]1[CH:10]=[CH:9][C:8]([C:11]2[C:12]([O:22][C:23]3[CH:28]=[CH:27][C:26]([O:29][CH2:30][CH2:31][N:32]4[CH2:37][CH2:36][CH2:35][CH2:34][CH2:33]4)=[CH:25][CH:24]=3)=[C:13]3[C:18](=[CH:19][CH:20]=2)[CH:17]=[C:16]([OH:21])[CH:15]=[CH:14]3)=[CH:7][CH:6]=1)(=[O:4])=[O:3].C(N(CC)CC)C.[CH3:45][N:46]=[C:47]=[O:48].C(=O)(O)[O-].[Na+]. The catalyst is ClCCl. The product is [CH3:1][S:2]([C:5]1[CH:6]=[CH:7][C:8]([C:11]2[C:12]([O:22][C:23]3[CH:28]=[CH:27][C:26]([O:29][CH2:30][CH2:31][N:32]4[CH2:37][CH2:36][CH2:35][CH2:34][CH2:33]4)=[CH:25][CH:24]=3)=[C:13]3[C:18](=[CH:19][CH:20]=2)[CH:17]=[C:16]([O:21][C:47](=[O:48])[NH:46][CH3:45])[CH:15]=[CH:14]3)=[CH:9][CH:10]=1)(=[O:4])=[O:3]. The yield is 0.600. (7) The reactants are [Cl:1][C:2]1[N:3]=[N:4][C:5](Cl)=[CH:6][CH:7]=1.[CH3:9][C:10]1[CH:15]=[CH:14][CH:13]=[CH:12][C:11]=1[OH:16].C(=O)([O-])[O-].[K+].[K+]. The catalyst is C(OC(=O)C)C. The product is [Cl:1][C:2]1[N:3]=[N:4][C:5]([O:16][C:11]2[CH:12]=[CH:13][CH:14]=[CH:15][C:10]=2[CH3:9])=[CH:6][CH:7]=1. The yield is 0.567. (8) The reactants are [F:1][C:2]1[CH:11]=[CH:10][C:9]2[O:8][CH2:7][C:6]3[CH:12]=[C:13]([C:15](Cl)=[O:16])[S:14][C:5]=3[C:4]=2[CH:3]=1.[Br:18][C:19]1[CH:26]=[CH:25][CH:24]=[CH:23][C:20]=1[NH:21][CH3:22].N1C=CC=CC=1. The catalyst is CN(C1C=CN=CC=1)C.C(Cl)Cl. The product is [Br:18][C:19]1[CH:26]=[CH:25][CH:24]=[CH:23][C:20]=1[N:21]([CH3:22])[C:15]([C:13]1[S:14][C:5]2[C:4]3[CH:3]=[C:2]([F:1])[CH:11]=[CH:10][C:9]=3[O:8][CH2:7][C:6]=2[CH:12]=1)=[O:16]. The yield is 0.240.